Predict the reaction yield, written as a fraction of the theoretical maximum amount of product (1.0 means a 100% yield; for example, 0.34 means a 34% yield). From a dataset of Reaction yield outcomes from USPTO patents with 853,638 reactions. (1) The reactants are FC(F)(F)O[C:4]1[CH:9]=[CH:8][C:7]([N:10]2[CH:14]=NC(C3C=CC(C#N)=CC=3)=[N:11]2)=[CH:6][CH:5]=1.N1C=CN=N1.IC1C=CC(OC(F)(F)F)=CC=1.C([O-])([O-])=O.[Cs+].[Cs+].O[C:49]1[CH:50]=[CH:51][CH:52]=[C:53]2[C:58]=1[N:57]=[CH:56]C=C2. The catalyst is [Cu]I.CN(C=O)C.O. The product is [C:58]1([N:57]2[CH:56]=[CH:14][N:10]([C:7]3[CH:6]=[CH:5][CH:4]=[CH:9][CH:8]=3)[NH:11]2)[CH:53]=[CH:52][CH:51]=[CH:50][CH:49]=1. The yield is 0.130. (2) The reactants are CCO[CH:4]([O:13]CC)[C:5]1[CH:10]=[CH:9][C:8]([CH:11]=O)=[CH:7][CH:6]=1.[Cl:16][C:17]1[C:22]([Cl:23])=[CH:21][C:20]([NH2:24])=[C:19]([NH2:25])[CH:18]=1.C1(=O)C=CC(=O)C=C1. The catalyst is C(O)C. The product is [Cl:16][C:17]1[C:22]([Cl:23])=[CH:21][C:20]2[N:24]=[C:11]([C:8]3[CH:7]=[CH:6][C:5]([CH:4]=[O:13])=[CH:10][CH:9]=3)[NH:25][C:19]=2[CH:18]=1. The yield is 0.970. (3) The reactants are [N:1]([CH2:4][C@@H:5]([NH:13][C:14](=[O:20])[O:15][C:16]([CH3:19])([CH3:18])[CH3:17])[CH2:6][C@H:7]1[CH2:12][CH2:11][CH2:10][O:9][CH2:8]1)=[N+]=[N-]. The catalyst is CO.[Pd]. The product is [NH2:1][CH2:4][C@@H:5]([NH:13][C:14](=[O:20])[O:15][C:16]([CH3:18])([CH3:17])[CH3:19])[CH2:6][C@H:7]1[CH2:12][CH2:11][CH2:10][O:9][CH2:8]1. The yield is 0.860. (4) The reactants are [O:1]1[CH2:7][CH2:6][C:5](=[O:8])[CH2:4][C:3]2[CH:9]=[CH:10][CH:11]=[CH:12][C:2]1=2.[Br:13]Br. The catalyst is C(OCC)C. The product is [Br:13][CH:4]1[C:5](=[O:8])[CH2:6][CH2:7][O:1][C:2]2[CH:12]=[CH:11][CH:10]=[CH:9][C:3]1=2. The yield is 0.700. (5) The reactants are Cl[C:2](Cl)(Cl)[C:3](=N)[O:4][C@H:5]1[O:22][C@H:21]([CH2:23][O:24][C:25](=[O:27])[CH3:26])[C@@H:16]([O:17][C:18](=[O:20])[CH3:19])[C@H:11]([O:12][C:13](=[O:15])[CH3:14])[C@@H:6]1[O:7][C:8](=[O:10])[CH3:9].[I:31][C:32]1[CH:37]=CC(O)=[CH:34][CH:33]=1. The catalyst is C1(C)C=CC=CC=1.CCOC(C)=O.C([O-])(O)=O.[Na+].[Si](OS(C(F)(F)F)(=O)=O)(C)(C)C. The product is [C:8]([O:7][C@H:6]1[C@@H:11]([O:12][C:13](=[O:15])[CH3:14])[C@H:16]([O:17][C:18](=[O:20])[CH3:19])[C@@H:21]([CH2:23][O:24][C:25](=[O:27])[CH3:26])[O:22][C@@H:5]1[O:4][C:3]1[CH:34]=[CH:33][C:32]([I:31])=[CH:37][CH:2]=1)(=[O:10])[CH3:9]. The yield is 1.00. (6) The reactants are [F:1][C:2]1[C:3]([CH3:20])=[C:4]([C:8]2[CH:17]=[C:16]3[C:11]([CH:12]=[C:13]([NH2:18])[N:14]=[CH:15]3)=[C:10](C)[N:9]=2)[CH:5]=[N:6][CH:7]=1.CN(C(ON1N=NC2C=CC=NC1=2)=[N+](C)C)C.F[P-](F)(F)(F)(F)F.[F:45][C@H:46]1[CH2:48][C@H:47]1[C:49](O)=[O:50].C(N(CC)C(C)C)(C)C. The catalyst is CN(C=O)C.C(OCC)(=O)C. The product is [F:45][C@H:46]1[CH2:48][C@H:47]1[C:49]([NH:18][C:13]1[N:14]=[CH:15][C:16]2[C:11]([CH:12]=1)=[CH:10][N:9]=[C:8]([C:4]1[CH:5]=[N:6][CH:7]=[C:2]([F:1])[C:3]=1[CH3:20])[CH:17]=2)=[O:50]. The yield is 0.430. (7) The reactants are [OH-].[Na+].C([O:5][C:6]([C:8]1([NH:14][C:15]([N:17]2[CH2:22][CH2:21][N:20]([CH2:23][C:24]3[CH:29]=[CH:28][CH:27]=[CH:26][CH:25]=3)[CH2:19][CH2:18]2)=[O:16])[CH2:13][CH2:12][CH2:11][CH2:10][CH2:9]1)=[O:7])C.CCOCC. The catalyst is C(O)C. The product is [C:24]1([CH2:23][N:20]2[CH2:19][CH2:18][N:17]([C:15]([NH:14][C:8]3([C:6]([OH:7])=[O:5])[CH2:13][CH2:12][CH2:11][CH2:10][CH2:9]3)=[O:16])[CH2:22][CH2:21]2)[CH:25]=[CH:26][CH:27]=[CH:28][CH:29]=1. The yield is 0.420. (8) The reactants are [Br:1][C:2]1[C:3]([N:11]2[CH2:16][CH2:15][N:14]([C:17](=[O:35])[C@H:18]([NH:27]C(=O)OC(C)(C)C)[CH2:19][C:20]3[CH:25]=[CH:24][C:23]([Cl:26])=[CH:22][CH:21]=3)[CH2:13][CH2:12]2)=[C:4]2[CH:10]=[CH:9][NH:8][C:5]2=[N:6][CH:7]=1.C(O)(C(F)(F)F)=O. The catalyst is C(Cl)Cl. The product is [NH2:27][C@H:18]([CH2:19][C:20]1[CH:25]=[CH:24][C:23]([Cl:26])=[CH:22][CH:21]=1)[C:17]([N:14]1[CH2:15][CH2:16][N:11]([C:3]2[C:2]([Br:1])=[CH:7][N:6]=[C:5]3[NH:8][CH:9]=[CH:10][C:4]=23)[CH2:12][CH2:13]1)=[O:35]. The yield is 0.880. (9) The reactants are B(Br)(Br)Br.[Cl:5][C:6]1[CH:11]=[CH:10][C:9]([CH2:12][C:13]#[N:14])=[CH:8][C:7]=1[O:15]C. The catalyst is C(Cl)Cl. The product is [Cl:5][C:6]1[CH:11]=[CH:10][C:9]([CH2:12][C:13]#[N:14])=[CH:8][C:7]=1[OH:15]. The yield is 0.850.